From a dataset of Forward reaction prediction with 1.9M reactions from USPTO patents (1976-2016). Predict the product of the given reaction. (1) Given the reactants Cl[C:2]1[CH:10]=[CH:9][C:5]([C:6]([NH2:8])=[O:7])=[CH:4][N:3]=1.[N+:11]1([O-])[C:12]([C:17]2[CH:22]=[CH:21][CH:20]=[CH:19][N:18]=2)=[CH:13][CH:14]=[CH:15][CH:16]=1.Br.C(O)(=[O:27])C.[OH-].[Na+], predict the reaction product. The product is: [N:11]1[C:16]([N:3]2[C:2](=[O:27])[CH:10]=[CH:9][C:5]([C:6]([NH2:8])=[O:7])=[CH:4]2)=[CH:15][CH:14]=[CH:13][C:12]=1[C:17]1[CH:22]=[CH:21][CH:20]=[CH:19][N:18]=1. (2) Given the reactants [CH2:1]([O:5][C:6]1[N:10]([C:11]2[CH:16]=[CH:15][CH:14]=[CH:13][C:12]=2[CH3:17])[N:9]=[C:8]([C:18](OCC)=[O:19])[CH:7]=1)[CH:2]([CH3:4])[CH3:3].[H-].[Al+3].[Li+].[H-].[H-].[H-].O.O.O.O.O.O.O.O.O.O.S([O-])([O-])(=O)=O.[Na+].[Na+], predict the reaction product. The product is: [CH2:1]([O:5][C:6]1[N:10]([C:11]2[CH:16]=[CH:15][CH:14]=[CH:13][C:12]=2[CH3:17])[N:9]=[C:8]([CH2:18][OH:19])[CH:7]=1)[CH:2]([CH3:4])[CH3:3]. (3) The product is: [CH3:14][O:6][C:5](=[O:7])[C:4]1[CH:8]=[CH:9][CH:10]=[C:2]([OH:1])[C:3]=1[N+:11]([O-:13])=[O:12]. Given the reactants [OH:1][C:2]1[C:3]([N+:11]([O-:13])=[O:12])=[C:4]([CH:8]=[CH:9][CH:10]=1)[C:5]([OH:7])=[O:6].[C:14](Cl)(=O)C(Cl)=O, predict the reaction product. (4) The product is: [CH3:18][C:16]1[C:15]([O:19][CH3:20])=[C:14]([CH3:21])[C:13]([C:28]2[C:27]([CH3:29])=[C:26]([O:30][CH3:31])[C:25]([CH3:32])=[CH:24][C:23]=2[P:11]([C:4]2[CH:5]=[C:6]([CH3:10])[C:7]([O:8][CH3:9])=[C:2]([CH3:1])[CH:3]=2)([C:12]2[CH:17]=[C:16]([CH3:18])[C:15]([O:19][CH3:20])=[C:14]([CH3:21])[CH:13]=2)=[O:33])=[C:12]([P:11]([C:23]2[CH:28]=[C:27]([CH3:29])[C:26]([O:30][CH3:31])=[C:25]([CH3:32])[CH:24]=2)([C:4]2[CH:5]=[C:6]([CH3:10])[C:7]([O:8][CH3:9])=[C:2]([CH3:1])[CH:3]=2)=[O:33])[CH:17]=1. Given the reactants [CH3:1][C:2]1[CH:3]=[C:4]([P:11](=[O:33])([C:23]2[CH:28]=[C:27]([CH3:29])[C:26]([O:30][CH3:31])=[C:25]([CH3:32])[CH:24]=2)[C:12]2[CH:17]=[C:16]([CH3:18])[C:15]([O:19][CH3:20])=[C:14]([CH3:21])[C:13]=2I)[CH:5]=[C:6]([CH3:10])[C:7]=1[O:8][CH3:9], predict the reaction product. (5) Given the reactants [NH2:1][C:2]1[N:6]([C:7]2[CH:12]=[CH:11][CH:10]=[CH:9][C:8]=2[Cl:13])[N:5]=[CH:4][C:3]=1[C:14]#[N:15].[OH:16]S(O)(=O)=O.[OH-].[Na+], predict the reaction product. The product is: [NH2:1][C:2]1[N:6]([C:7]2[CH:12]=[CH:11][CH:10]=[CH:9][C:8]=2[Cl:13])[N:5]=[CH:4][C:3]=1[C:14]([NH2:15])=[O:16]. (6) Given the reactants [OH-].[K+].[CH3:3]/[C:4](/[CH:11]=[CH:12]/[CH:13]=[C:14](\[CH3:26])/[CH2:15][CH2:16]/[CH:17]=[C:18](\[CH3:25])/[CH2:19][CH2:20][CH:21]=[C:22]([CH3:24])[CH3:23])=[CH:5]\[C:6]([O:8]CC)=[O:7].O, predict the reaction product. The product is: [CH3:3]/[C:4](/[CH:11]=[CH:12]/[CH:13]=[C:14](\[CH3:26])/[CH2:15][CH2:16]/[CH:17]=[C:18](\[CH3:25])/[CH2:19][CH2:20][CH:21]=[C:22]([CH3:24])[CH3:23])=[CH:5]\[C:6]([OH:8])=[O:7]. (7) Given the reactants [F:1][C:2]([F:38])([F:37])[C:3]1[CH:4]=[C:5]([CH:30]=[C:31]([C:33]([F:36])([F:35])[F:34])[CH:32]=1)[CH2:6][NH:7][CH2:8][C:9]1[CH:14]=[C:13]([C:15]([F:18])([F:17])[F:16])[CH:12]=[CH:11][C:10]=1[C:19]1[CH:24]=[C:23]([CH:25]([CH3:27])[CH3:26])[CH:22]=[CH:21][C:20]=1[O:28][CH3:29].[C:39]([O-])(O)=[O:40].[Na+], predict the reaction product. The product is: [F:1][C:2]([F:37])([F:38])[C:3]1[CH:4]=[C:5]([CH:30]=[C:31]([C:33]([F:36])([F:34])[F:35])[CH:32]=1)[CH2:6][N:7]([CH2:8][C:9]1[CH:14]=[C:13]([C:15]([F:18])([F:17])[F:16])[CH:12]=[CH:11][C:10]=1[C:19]1[CH:24]=[C:23]([CH:25]([CH3:26])[CH3:27])[CH:22]=[CH:21][C:20]=1[O:28][CH3:29])[CH:39]=[O:40].